This data is from Peptide-MHC class I binding affinity with 185,985 pairs from IEDB/IMGT. The task is: Regression. Given a peptide amino acid sequence and an MHC pseudo amino acid sequence, predict their binding affinity value. This is MHC class I binding data. (1) The peptide sequence is KTPLTLVDICF. The MHC is Mamu-A01 with pseudo-sequence Mamu-A01. The binding affinity (normalized) is 0.867. (2) The peptide sequence is QLMYALEPR. The MHC is HLA-A31:01 with pseudo-sequence HLA-A31:01. The binding affinity (normalized) is 0.126. (3) The peptide sequence is IPRLGGMAF. The MHC is HLA-A30:01 with pseudo-sequence HLA-A30:01. The binding affinity (normalized) is 0.0847. (4) The peptide sequence is ASFKAGKLR. The MHC is HLA-B07:02 with pseudo-sequence HLA-B07:02. The binding affinity (normalized) is 0.0847. (5) The binding affinity (normalized) is 0.149. The MHC is HLA-A33:01 with pseudo-sequence HLA-A33:01. The peptide sequence is AVSEIQNNK.